Dataset: Catalyst prediction with 721,799 reactions and 888 catalyst types from USPTO. Task: Predict which catalyst facilitates the given reaction. (1) Reactant: [N:1]1[CH:6]=[CH:5][CH:4]=[C:3]([S:7]([N:10]2[CH2:15][CH2:14][CH:13]([CH2:16][N:17]3[C:25]4[C:20](=[CH:21][C:22]([C:26]5[CH:27]=[N:28][N:29](C6CCCCO6)[CH:30]=5)=[CH:23][CH:24]=4)[CH:19]=[CH:18]3)[CH2:12][CH2:11]2)(=[O:9])=[O:8])[CH:2]=1.O.C1(C)C=CC(S(O)(=O)=O)=CC=1. Product: [NH:28]1[CH:27]=[C:26]([C:22]2[CH:21]=[C:20]3[C:25](=[CH:24][CH:23]=2)[N:17]([CH2:16][CH:13]2[CH2:12][CH2:11][N:10]([S:7]([C:3]4[CH:2]=[N:1][CH:6]=[CH:5][CH:4]=4)(=[O:9])=[O:8])[CH2:15][CH2:14]2)[CH:18]=[CH:19]3)[CH:30]=[N:29]1. The catalyst class is: 138. (2) Reactant: Br[C:2]1[CH:7]=[CH:6][C:5]([S:8][CH3:9])=[CH:4][N:3]=1.C1(P(C2C=CC=CC=2)CCCP(C2C=CC=CC=2)C2C=CC=CC=2)C=CC=CC=1.C(N(CC)CC)C.[CH2:46]([OH:48])[CH3:47].CN(C)[CH:51]=[O:52]. Product: [CH3:9][S:8][C:5]1[CH:6]=[CH:7][C:2]([C:51]([O:48][CH2:46][CH3:47])=[O:52])=[N:3][CH:4]=1. The catalyst class is: 167. (3) Reactant: [OH:1][C:2]1[CH:7]=[CH:6][C:5]([CH2:8][C:9]([O:11][CH3:12])=[O:10])=[CH:4][CH:3]=1.[H-].[Na+].Cl[CH2:16][C:17]1[C:18]([CH3:24])=[N:19][CH:20]=[CH:21][C:22]=1[CH3:23]. Product: [CH3:24][C:18]1[C:17]([CH2:16][O:1][C:2]2[CH:3]=[CH:4][C:5]([CH2:8][C:9]([O:11][CH3:12])=[O:10])=[CH:6][CH:7]=2)=[C:22]([CH3:23])[CH:21]=[CH:20][N:19]=1. The catalyst class is: 3. (4) Reactant: Cl.[CH3:2][O:3][C:4](=[O:12])[CH:5]([NH2:11])[C:6]([CH:8]1[CH2:10][CH2:9]1)=[O:7].CCN(C(C)C)C(C)C.[F:22][C:23]1[CH:24]=[C:25]([CH:29]=[CH:30][C:31]=1[F:32])[C:26](Cl)=[O:27]. Product: [CH3:2][O:3][C:4](=[O:12])[CH:5]([NH:11][C:26](=[O:27])[C:25]1[CH:29]=[CH:30][C:31]([F:32])=[C:23]([F:22])[CH:24]=1)[C:6]([CH:8]1[CH2:10][CH2:9]1)=[O:7]. The catalyst class is: 2. (5) Reactant: [CH3:1][N:2]1[CH:7]=[CH:6][C:5](=[O:8])[N:4]([C:9]2[CH:21]=[CH:20][C:12]([CH2:13][C@@H:14]([C:16]([O:18][CH3:19])=[O:17])[NH2:15])=[CH:11][CH:10]=2)[C:3]1=[O:22].[F:23][C:24]1[CH:32]=[C:31]([NH:33][S:34]([C:37]2[CH:42]=[CH:41][C:40]([N:43]3[CH:47]=[CH:46][CH:45]=[CH:44]3)=[CH:39][CH:38]=2)(=[O:36])=[O:35])[CH:30]=[C:29]([F:48])[C:25]=1[C:26](O)=[O:27].CN(C(ON1N=NC2C=CC=NC1=2)=[N+](C)C)C.F[P-](F)(F)(F)(F)F.C(N(C(C)C)CC)(C)C. Product: [F:23][C:24]1[CH:32]=[C:31]([NH:33][S:34]([C:37]2[CH:38]=[CH:39][C:40]([N:43]3[CH:47]=[CH:46][CH:45]=[CH:44]3)=[CH:41][CH:42]=2)(=[O:36])=[O:35])[CH:30]=[C:29]([F:48])[C:25]=1[C:26]([NH:15][C@H:14]([C:16]([O:18][CH3:19])=[O:17])[CH2:13][C:12]1[CH:11]=[CH:10][C:9]([N:4]2[C:5](=[O:8])[CH:6]=[CH:7][N:2]([CH3:1])[C:3]2=[O:22])=[CH:21][CH:20]=1)=[O:27]. The catalyst class is: 2. (6) Reactant: [C:1]([N:5]=[CH:6][CH2:7][CH2:8][CH2:9][CH2:10][CH3:11])([CH3:4])([CH3:3])[CH3:2].[Cl:12][C:13]1[CH:14]=[CH:15][C:16]([O:24][CH3:25])=[C:17]([CH:23]=1)[C:18]([N:20]=[C:21]=[S:22])=[O:19].CO.N1C=CC=CC=1. Product: [CH2:8]([C:7]1=[CH:6][N:5]([C:1]([CH3:2])([CH3:3])[CH3:4])[S:22]/[C:21]/1=[N:20]\[C:18](=[O:19])[C:17]1[CH:23]=[C:13]([Cl:12])[CH:14]=[CH:15][C:16]=1[O:24][CH3:25])[CH2:9][CH2:10][CH3:11]. The catalyst class is: 7. (7) Reactant: [CH3:1][C:2]1[CH:7]=[C:6]([C:8]#[N:9])[CH:5]=[CH:4][C:3]=1[C:10]#[N:11].C(O[CH:17](N(C)C)[N:18]([CH3:20])[CH3:19])(C)(C)C. Product: [CH3:17][N:18]([CH3:20])/[CH:19]=[CH:1]/[C:2]1[CH:7]=[C:6]([C:8]#[N:9])[CH:5]=[CH:4][C:3]=1[C:10]#[N:11]. The catalyst class is: 9.